The task is: Predict the reaction yield, written as a fraction of the theoretical maximum amount of product (1.0 means a 100% yield; for example, 0.34 means a 34% yield).. This data is from Reaction yield outcomes from USPTO patents with 853,638 reactions. (1) The reactants are [Cl:1][C:2]1[CH:3]=[C:4]([CH:18]=[C:19]([CH2:21][N:22]([CH2:35][CH:36]([CH3:38])[CH3:37])[S:23]([C:26]2[CH:31]=[C:30]([Cl:32])[CH:29]=[C:28]([Cl:33])[C:27]=2[OH:34])(=[O:25])=[O:24])[CH:20]=1)[CH2:5][N:6]([CH2:14][CH:15]([CH3:17])[CH3:16])C(=O)OC(C)(C)C.C(O)(C(F)(F)F)=O. The catalyst is C(Cl)Cl. The product is [Cl:33][C:28]1[C:27]([OH:34])=[C:26]([S:23]([N:22]([CH2:21][C:19]2[CH:18]=[C:4]([CH2:5][NH:6][CH2:14][CH:15]([CH3:17])[CH3:16])[CH:3]=[C:2]([Cl:1])[CH:20]=2)[CH2:35][CH:36]([CH3:37])[CH3:38])(=[O:25])=[O:24])[CH:31]=[C:30]([Cl:32])[CH:29]=1. The yield is 0.920. (2) The reactants are [CH3:1][C:2]1[C:10]([S:11]([NH:14][CH3:15])(=[O:13])=[O:12])=[CH:9][CH:8]=[C:7]2[C:3]=1[CH2:4][C:5](=[O:16])[NH:6]2.[CH2:17]([O:19][C:20](=[O:33])[CH2:21][NH:22][C:23]([C:25]1[C:29]([CH3:30])=[C:28]([CH:31]=O)[NH:27][CH:26]=1)=[O:24])[CH3:18].N1CCCCC1. The catalyst is C(O)C. The product is [CH2:17]([O:19][C:20](=[O:33])[CH2:21][NH:22][C:23]([C:25]1[C:29]([CH3:30])=[C:28]([CH:31]=[C:4]2[C:3]3[C:7](=[CH:8][CH:9]=[C:10]([S:11](=[O:12])(=[O:13])[NH:14][CH3:15])[C:2]=3[CH3:1])[NH:6][C:5]2=[O:16])[NH:27][CH:26]=1)=[O:24])[CH3:18]. The yield is 0.520. (3) The reactants are [Cl:1][C:2]1[C:7]([C:8]([F:11])([F:10])[F:9])=[CH:6][CH:5]=[CH:4][C:3]=1[C:12]([N:14]1[CH2:19][CH2:18][C:17]2=[C:20]([C:24]3[CH:29]=[CH:28][C:27]([F:30])=[CH:26][CH:25]=3)[N:21](C)[N:22]=[C:16]2[CH2:15]1)=[O:13].[Cl-].[NH+]1C=CC=CC=1. No catalyst specified. The product is [Cl:1][C:2]1[C:7]([C:8]([F:11])([F:9])[F:10])=[CH:6][CH:5]=[CH:4][C:3]=1[C:12]([N:14]1[CH2:19][CH2:18][C:17]2=[C:20]([C:24]3[CH:25]=[CH:26][C:27]([F:30])=[CH:28][CH:29]=3)[NH:21][N:22]=[C:16]2[CH2:15]1)=[O:13]. The yield is 0.190. (4) The reactants are C([N:8]([C@@H](C1C=CC=CC=1)C)[C@@H:9]1[CH2:13][CH2:12][CH2:11][C@:10]1([OH:18])[C:14]([O:16][CH3:17])=[O:15])C1C=CC=CC=1.C(O)=O. The catalyst is CO.[Pd]. The product is [NH2:8][C@@H:9]1[CH2:13][CH2:12][CH2:11][C@:10]1([OH:18])[C:14]([O:16][CH3:17])=[O:15]. The yield is 1.00. (5) The reactants are C[O:2][C:3](=[O:35])[C:4]([C:7]1[CH:12]=[CH:11][C:10]([CH2:13][CH2:14][N:15]2[CH2:20][CH2:19][CH:18]([C:21]3[N:25]([CH2:26][CH2:27][O:28][CH2:29][CH3:30])[C:24]4[CH:31]=[CH:32][CH:33]=[CH:34][C:23]=4[N:22]=3)[CH2:17][CH2:16]2)=[CH:9][CH:8]=1)([CH3:6])[CH3:5].[OH-].[Na+].C(O)C.O. The catalyst is C(O)CCC.C(OC(=O)C)C.C(O)(=O)C. The product is [CH2:29]([O:28][CH2:27][CH2:26][N:25]1[C:24]2[CH:31]=[CH:32][CH:33]=[CH:34][C:23]=2[N:22]=[C:21]1[CH:18]1[CH2:19][CH2:20][N:15]([CH2:14][CH2:13][C:10]2[CH:9]=[CH:8][C:7]([C:4]([CH3:5])([CH3:6])[C:3]([OH:35])=[O:2])=[CH:12][CH:11]=2)[CH2:16][CH2:17]1)[CH3:30]. The yield is 0.900. (6) The reactants are [CH3:1][S:2](Cl)(=[O:4])=[O:3].C(N(CC)C(C)C)(C)C.Cl.[NH:16]1[CH2:19][CH:18]([NH:20][C:21]([C:23]2[N:24]=[C:25]3[C:30]([C:31]([F:34])([F:33])[F:32])=[CH:29][C:28]([C:35]4[CH:39]=[CH:38][O:37][CH:36]=4)=[CH:27][N:26]3[C:40]=2[Cl:41])=[O:22])[CH2:17]1.O. The catalyst is CN(C=O)C. The product is [CH3:1][S:2]([N:16]1[CH2:17][CH:18]([NH:20][C:21]([C:23]2[N:24]=[C:25]3[C:30]([C:31]([F:33])([F:32])[F:34])=[CH:29][C:28]([C:35]4[CH:39]=[CH:38][O:37][CH:36]=4)=[CH:27][N:26]3[C:40]=2[Cl:41])=[O:22])[CH2:19]1)(=[O:4])=[O:3]. The yield is 0.260. (7) The reactants are [Cl:1][C:2]1[C:3]([N:17]2[CH2:22][CH2:21][CH2:20][C@@H:19]([NH:23]C(=O)OC(C)(C)C)[CH2:18]2)=[C:4]2[C:10]([NH:11][C:12]([CH:14]3[CH2:16][CH2:15]3)=[O:13])=[CH:9][NH:8][C:5]2=[N:6][CH:7]=1.Cl. The catalyst is C(O)(C(F)(F)F)=O.C(Cl)Cl.CCOCC. The product is [ClH:1].[NH2:23][C@@H:19]1[CH2:20][CH2:21][CH2:22][N:17]([C:3]2[C:2]([Cl:1])=[CH:7][N:6]=[C:5]3[NH:8][CH:9]=[C:10]([NH:11][C:12]([CH:14]4[CH2:15][CH2:16]4)=[O:13])[C:4]=23)[CH2:18]1. The yield is 0.630.